This data is from Reaction yield outcomes from USPTO patents with 853,638 reactions. The task is: Predict the reaction yield, written as a fraction of the theoretical maximum amount of product (1.0 means a 100% yield; for example, 0.34 means a 34% yield). (1) The reactants are C(OC(=O)[N:7]([S:34]([NH2:37])(=[O:36])=[O:35])[CH2:8][C@@H:9]1[CH2:13][C@@H:12]([O:14][C:15]2[CH:20]=[C:19]([NH:21][C@@H:22]3[C:30]4[C:25](=[CH:26][CH:27]=[CH:28][CH:29]=4)[CH2:24][C@@H:23]3[O:31][CH3:32])[N:18]=[CH:17][N:16]=2)[CH2:11][C@@H:10]1[OH:33])(C)(C)C.FC(F)(F)C(O)=O. The catalyst is C1(C)C=CC=CC=1. The product is [OH:33][C@H:10]1[CH2:11][C@H:12]([O:14][C:15]2[CH:20]=[C:19]([NH:21][C@@H:22]3[C:30]4[C:25](=[CH:26][CH:27]=[CH:28][CH:29]=4)[CH2:24][C@@H:23]3[O:31][CH3:32])[N:18]=[CH:17][N:16]=2)[CH2:13][C@H:9]1[CH2:8][NH:7][S:34]([NH2:37])(=[O:36])=[O:35]. The yield is 0.840. (2) The reactants are [N+](C1C=CC(O[C:11]([N:13]2[CH2:16][CH:15]([O:17][C:18]3[CH:23]=[CH:22][C:21]([Br:24])=[CH:20][N:19]=3)[CH2:14]2)=[O:12])=CC=1)([O-])=O.[NH2:25][C:26]1[CH:31]=[N:30][CH:29]=[CH:28][N:27]=1. No catalyst specified. The product is [N:27]1[CH:28]=[CH:29][N:30]=[CH:31][C:26]=1[NH:25][C:11]([N:13]1[CH2:14][CH:15]([O:17][C:18]2[CH:23]=[CH:22][C:21]([Br:24])=[CH:20][N:19]=2)[CH2:16]1)=[O:12]. The yield is 0.560. (3) The reactants are [C:1]([O:5][C:6]([NH:8][C@@H:9]([CH2:13][CH:14]=[CH2:15])[C:10]([OH:12])=O)=[O:7])([CH3:4])([CH3:3])[CH3:2].[CH3:16][NH:17][O:18][CH3:19].F[P-](F)(F)(F)(F)F.N1(O[P+](N2CCCC2)(N2CCCC2)N2CCCC2)C2C=CC=CC=2N=N1.C(N(C(C)C)CC)(C)C. The catalyst is ClCCl.C(N(C(C)C)CC)(C)C.CCOCC. The product is [CH3:19][O:18][N:17]([CH3:16])[C:10]([CH:9]([NH:8][C:6](=[O:7])[O:5][C:1]([CH3:2])([CH3:3])[CH3:4])[CH2:13][CH:14]=[CH2:15])=[O:12]. The yield is 0.780. (4) The product is [F:1][C:2]1[CH:3]=[CH:4][C:5]([C:8]2[N:12]=[C:11]([C:13]3[CH:14]=[C:15]([C:22]#[N:23])[CH:16]=[C:17]([NH2:19])[CH:18]=3)[O:10][N:9]=2)=[N:6][CH:7]=1. The catalyst is C(O)C. The yield is 0.230. The reactants are [F:1][C:2]1[CH:3]=[CH:4][C:5]([C:8]2[N:12]=[C:11]([C:13]3[CH:18]=[C:17]([N+:19]([O-])=O)[CH:16]=[C:15]([C:22]#[N:23])[CH:14]=3)[O:10][N:9]=2)=[N:6][CH:7]=1.O.O.[Sn](Cl)Cl.ClCCl. (5) The reactants are [CH2:1]([N:8]1[CH:13]2[CH2:14][NH:15][CH2:16][CH:9]1[CH2:10][O:11][CH2:12]2)[C:2]1[CH:7]=[CH:6][CH:5]=[CH:4][CH:3]=1.[O:17](C(OC(C)(C)C)=O)[C:18]([O:20][C:21]([CH3:24])([CH3:23])[CH3:22])=O. The catalyst is CC(OC)(C)C. The product is [C:21]([O:20][C:18]([N:15]1[CH2:16][CH:9]2[N:8]([CH2:1][C:2]3[CH:7]=[CH:6][CH:5]=[CH:4][CH:3]=3)[CH:13]([CH2:12][O:11][CH2:10]2)[CH2:14]1)=[O:17])([CH3:24])([CH3:23])[CH3:22]. The yield is 0.920. (6) The reactants are [F:1][C:2]1[CH:7]=[CH:6][CH:5]=[CH:4][C:3]=1[C:8]1[NH:9][CH:10]=[C:11]2[C:17](=[O:18])[CH2:16][CH2:15][CH2:14][CH2:13][C:12]=12.[H-].[Na+].[Cl:21][C:22]1[CH:23]=[C:24]([S:28](Cl)(=[O:30])=[O:29])[CH:25]=[CH:26][CH:27]=1.O. The catalyst is CN(C)C=O. The product is [Cl:21][C:22]1[CH:23]=[C:24]([S:28]([N:9]2[CH:10]=[C:11]3[C:17](=[O:18])[CH2:16][CH2:15][CH2:14][CH2:13][C:12]3=[C:8]2[C:3]2[CH:4]=[CH:5][CH:6]=[CH:7][C:2]=2[F:1])(=[O:30])=[O:29])[CH:25]=[CH:26][CH:27]=1. The yield is 0.460. (7) The reactants are [OH-].[Na+].[CH2:3]([NH:10][C:11](=[O:41])[N:12]([C:14]1[CH:15]=[C:16]([C:20]2[CH:25]=[CH:24][C:23]([CH2:26][CH2:27][C:28]([O:30]C)=[O:29])=[CH:22][C:21]=2[O:32][CH2:33][CH2:34][N:35]2[CH2:40][CH2:39][O:38][CH2:37][CH2:36]2)[CH:17]=[CH:18][CH:19]=1)[CH3:13])[CH2:4][CH2:5][CH2:6][CH2:7][CH2:8][CH3:9].O. The catalyst is C(O)(=O)C. The product is [CH2:3]([NH:10][C:11](=[O:41])[N:12]([C:14]1[CH:15]=[C:16]([C:20]2[CH:25]=[CH:24][C:23]([CH2:26][CH2:27][C:28]([OH:30])=[O:29])=[CH:22][C:21]=2[O:32][CH2:33][CH2:34][N:35]2[CH2:40][CH2:39][O:38][CH2:37][CH2:36]2)[CH:17]=[CH:18][CH:19]=1)[CH3:13])[CH2:4][CH2:5][CH2:6][CH2:7][CH2:8][CH3:9]. The yield is 0.0200. (8) The reactants are [NH2:1][CH2:2][CH2:3][C:4]([C:9]1[CH:14]=[CH:13][C:12]([F:15])=[CH:11][CH:10]=1)([OH:8])[CH2:5][CH:6]=[CH2:7].CCN(C(C)C)C(C)C.Cl[C:26](Cl)([O:28]C(=O)OC(Cl)(Cl)Cl)Cl. The catalyst is C(Cl)Cl.CCOCC. The product is [CH2:5]([C:4]1([C:9]2[CH:10]=[CH:11][C:12]([F:15])=[CH:13][CH:14]=2)[O:8][C:26](=[O:28])[NH:1][CH2:2][CH2:3]1)[CH:6]=[CH2:7]. The yield is 0.840.